From a dataset of Full USPTO retrosynthesis dataset with 1.9M reactions from patents (1976-2016). Predict the reactants needed to synthesize the given product. (1) Given the product [CH2:5]([N:12]1[CH2:17][CH2:16][C:15]([NH:19][C:20]2[CH:25]=[CH:24][CH:23]=[CH:22][CH:21]=2)([C:26]#[N:27])[CH2:14][CH2:13]1)[C:6]1[CH:11]=[CH:10][CH:9]=[CH:8][CH:7]=1, predict the reactants needed to synthesize it. The reactants are: C(O)(=O)C.[CH2:5]([N:12]1[CH2:17][CH2:16][C:15](=O)[CH2:14][CH2:13]1)[C:6]1[CH:11]=[CH:10][CH:9]=[CH:8][CH:7]=1.[NH2:19][C:20]1[CH:25]=[CH:24][CH:23]=[CH:22][CH:21]=1.[C-:26]#[N:27].[K+].[OH-].[Na+]. (2) Given the product [Cl:1][C:2]1[CH:3]=[C:4]2[C:10]([CH:34]([C:33]3[N:29]([CH2:27][CH3:28])[N:30]=[C:31]([NH:36][CH2:37][C:38]4[CH:43]=[CH:42][C:41]([F:44])=[CH:40][CH:39]=4)[CH:32]=3)[OH:35])=[CH:9][NH:8][C:5]2=[N:6][CH:7]=1, predict the reactants needed to synthesize it. The reactants are: [Cl:1][C:2]1[CH:3]=[C:4]2[C:10](I)=[CH:9][N:8]([Si](C(C)C)(C(C)C)C(C)C)[C:5]2=[N:6][CH:7]=1.C([Mg]Cl)(C)C.[CH2:27]([N:29]1[C:33]([CH:34]=[O:35])=[CH:32][C:31]([NH:36][CH2:37][C:38]2[CH:43]=[CH:42][C:41]([F:44])=[CH:40][CH:39]=2)=[N:30]1)[CH3:28]. (3) Given the product [Cl:16][C:17]1[CH:24]=[CH:23][C:20]([C:21](=[O:29])[CH2:9][C:10]2[CH:15]=[CH:14][N:13]=[CH:12][CH:11]=2)=[CH:19][CH:18]=1, predict the reactants needed to synthesize it. The reactants are: [Li+].CC([N-]C(C)C)C.[CH3:9][C:10]1[CH:15]=[CH:14][N:13]=[CH:12][CH:11]=1.[Cl:16][C:17]1[CH:24]=[CH:23][C:20]([C:21]#N)=[CH:19][CH:18]=1.Br.C1C[O:29]CC1. (4) Given the product [CH3:23][N:24]1[CH2:29][CH2:28][N:27]([CH2:11][CH2:10][C:6]2[CH:5]=[C:4]([NH2:1])[CH:9]=[CH:8][CH:7]=2)[CH2:26][CH2:25]1, predict the reactants needed to synthesize it. The reactants are: [N+:1]([C:4]1[CH:5]=[C:6]([CH2:10][CH2:11]OS(C)(=O)=O)[CH:7]=[CH:8][CH:9]=1)([O-])=O.C(=O)([O-])[O-].[Cs+].[Cs+].[CH3:23][N:24]1[CH2:29][CH2:28][NH:27][CH2:26][CH2:25]1.